Dataset: Full USPTO retrosynthesis dataset with 1.9M reactions from patents (1976-2016). Task: Predict the reactants needed to synthesize the given product. (1) Given the product [NH2:14][C:2]1([Br:1])[CH:3]=[CH:4][C:5]([C:8]2[CH:13]=[CH:12][CH:11]=[CH:10][CH:9]=2)=[CH:6][CH2:7]1, predict the reactants needed to synthesize it. The reactants are: [Br:1][C:2]1([N+:14]([O-])=O)[CH:7]=[CH:6][C:5]([C:8]2[CH:13]=[CH:12][CH:11]=[CH:10][CH:9]=2)=[CH:4][CH2:3]1.Cl[Sn]Cl.C([O-])(O)=O.[Na+]. (2) Given the product [N:1]1([C:2]2[CH:3]=[C:4]([CH2:8][CH2:9][C:10]([OH:12])=[O:11])[CH:5]=[CH:6][CH:7]=2)[CH:13]=[N:25][N:24]=[N:23]1, predict the reactants needed to synthesize it. The reactants are: [NH2:1][C:2]1[CH:3]=[C:4]([CH2:8][CH2:9][C:10]([OH:12])=[O:11])[CH:5]=[CH:6][CH:7]=1.[CH:13](OCC)(OCC)OCC.[N-:23]=[N+:24]=[N-:25].[Na+].O. (3) Given the product [Cl:1][C:2]1[CH:3]=[CH:4][C:5]([O:25][CH3:26])=[C:6]([C:8]2[C:9]([NH:13][C:14]([C:16]3[CH:17]=[N:18][N:19]4[CH:24]=[CH:23][CH:22]=[N:21][C:20]=34)=[O:15])=[CH:10][N:11]([CH2:28][C:29]3([OH:34])[CH2:33][CH2:32][CH2:31][CH2:30]3)[N:12]=2)[CH:7]=1, predict the reactants needed to synthesize it. The reactants are: [Cl:1][C:2]1[CH:3]=[CH:4][C:5]([O:25][CH3:26])=[C:6]([C:8]2[NH:12][N:11]=[CH:10][C:9]=2[NH:13][C:14]([C:16]2[CH:17]=[N:18][N:19]3[CH:24]=[CH:23][CH:22]=[N:21][C:20]=23)=[O:15])[CH:7]=1.I[CH2:28][C:29]1([OH:34])[CH2:33][CH2:32][CH2:31][CH2:30]1.C(=O)([O-])[O-].[Cs+].[Cs+]. (4) Given the product [F:22][C:19]([F:20])([F:21])[CH2:18][CH2:17][CH2:16][C@@H:15]([C:23]([O:25][CH3:26])=[O:24])[NH:14][C:12]([C:3]1[C:2]([NH:1][C:28]([NH:27][C:30]2[C:31]([CH3:38])=[CH:32][C:33]([CH3:37])=[CH:34][C:35]=2[CH3:36])=[O:29])=[CH:11][C:10]2[C:5](=[CH:6][CH:7]=[CH:8][CH:9]=2)[CH:4]=1)=[O:13], predict the reactants needed to synthesize it. The reactants are: [NH2:1][C:2]1[C:3]([C:12]([NH:14][C@H:15]([C:23]([O:25][CH3:26])=[O:24])[CH2:16][CH2:17][CH2:18][C:19]([F:22])([F:21])[F:20])=[O:13])=[CH:4][C:5]2[C:10]([CH:11]=1)=[CH:9][CH:8]=[CH:7][CH:6]=2.[N:27]([C:30]1[C:35]([CH3:36])=[CH:34][C:33]([CH3:37])=[CH:32][C:31]=1[CH3:38])=[C:28]=[O:29]. (5) Given the product [C:1]([O:20][CH:21]([CH2:22][CH3:24])[CH2:26][CH2:27][CH2:28][CH2:29][CH3:30])(=[O:19])[CH2:2][CH2:3][CH2:4][CH2:5][CH2:6][CH2:7][CH2:8][CH2:9][CH2:10][CH2:11][CH2:12][CH2:13][CH2:14][CH2:15][CH3:16], predict the reactants needed to synthesize it. The reactants are: [C:1]([O:20][CH2:21][CH:22]([CH2:24]O)O)(=[O:19])[CH2:2][CH2:3][CH2:4][CH2:5][CH2:6][CH2:7][CH2:8][CH2:9][CH2:10][CH2:11][CH2:12][CH2:13][CH2:14][CH2:15][CH2:16]CC.[CH2:26](O)[CH2:27][CH2:28][CH2:29][CH2:30][CH2:26][CH2:27][CH2:28][CH2:29][CH2:30][CH2:26][CH2:27][CH2:28][CH2:29][CH2:30]C.[C:26](O)(=O)[CH2:27][CH2:28][CH2:29][CH2:30][CH2:26][CH2:27][CH2:28][CH2:29][CH2:30][CH2:26][CH2:27][CH2:28][CH2:29][CH2:30]CCC. (6) Given the product [C:14]([O:13][C@H:12]1[C@@H:17]([O:18][CH2:19][C:20]2[CH:21]=[CH:22][CH:23]=[CH:24][CH:25]=2)[C@H:26]([N:30]=[N+:31]=[N-:32])[C@@H:27]([CH3:29])[O:28][C@@H:11]1[O:10][C@H:9]1[C@@H:36]([O:37][CH2:38][C:39]2[CH:40]=[CH:41][CH:42]=[CH:43][CH:44]=2)[C@H:45]([N:49]=[N+:50]=[N-:51])[C@@H:46]([CH3:48])[O:47][C@@H:8]1[O:7][C@H:6]1[C@H:26]([N:30]=[N+:31]=[N-:32])[C@@H:17]([CH3:12])[O:64][C@H:61]([OH:63])[C@H:5]1[O:4][C:1](=[O:3])[CH3:2])(=[O:16])[CH3:15], predict the reactants needed to synthesize it. The reactants are: [C:1]([O:4][C@H:5]1[C@@H](O)[C@H](N=[N+]=[N-])[C@@H](C)O[C@@H:6]1[O:7][C@H:8]1[O:47][C@H:46]([CH3:48])[C@@H:45]([N:49]=[N+:50]=[N-:51])[C@H:36]([O:37][CH2:38][C:39]2[CH:44]=[CH:43][CH:42]=[CH:41][CH:40]=2)[C@@H:9]1[O:10][C@@:11]1(CC=C)[O:28][C@H:27]([CH3:29])[C@@H:26]([N:30]=[N+:31]=[N-:32])[C@H:17]([O:18][CH2:19][C:20]2[CH:25]=[CH:24][CH:23]=[CH:22][CH:21]=2)[C@@H:12]1[O:13][C:14](=[O:16])[CH3:15])(=[O:3])[CH3:2].[C:61]([O-:64])([OH:63])=O.[Na+].